Dataset: Catalyst prediction with 721,799 reactions and 888 catalyst types from USPTO. Task: Predict which catalyst facilitates the given reaction. (1) Reactant: [CH:1]1([N:5]2[CH2:11][CH2:10][C:9]3[CH:12]=[CH:13][C:14]([O:16][C:17]4[N:22]=[CH:21][C:20]([C:23](=[O:25])[CH3:24])=[CH:19][CH:18]=4)=[CH:15][C:8]=3[CH2:7][CH2:6]2)[CH2:4][CH2:3][CH2:2]1.C1(C)C(C)=CC=CC=1. Product: [CH:1]1([N:5]2[CH2:11][CH2:10][C:9]3[CH:12]=[CH:13][C:14]([O:16][C:17]4[N:22]=[CH:21][C:20]([C:23](=[O:25])/[CH:24]=[CH:1]/[N:5]([CH3:11])[CH3:6])=[CH:19][CH:18]=4)=[CH:15][C:8]=3[CH2:7][CH2:6]2)[CH2:2][CH2:3][CH2:4]1. The catalyst class is: 11. (2) Reactant: Br[CH2:2][C:3]([C:5]1[CH:10]=[CH:9][C:8]([S:11]([NH:14][CH:15]2[CH2:19][CH2:18][CH2:17][CH2:16]2)(=[O:13])=[O:12])=[CH:7][CH:6]=1)=O.[NH2:20][C:21]([NH2:23])=[S:22].CC([O-])=O.[Na+]. Product: [NH2:23][C:21]1[S:22][CH:2]=[C:3]([C:5]2[CH:10]=[CH:9][C:8]([S:11]([NH:14][CH:15]3[CH2:19][CH2:18][CH2:17][CH2:16]3)(=[O:13])=[O:12])=[CH:7][CH:6]=2)[N:20]=1. The catalyst class is: 14. (3) Reactant: [Br:1][C:2]1[CH:7]=[CH:6][CH:5]=[C:4]([NH:8][C:9]([NH2:11])=[S:10])[N:3]=1.Cl[CH2:13][CH:14]=O. Product: [Br:1][C:2]1[N:3]=[C:4]([NH:8][C:9]2[S:10][CH:13]=[CH:14][N:11]=2)[CH:5]=[CH:6][CH:7]=1. The catalyst class is: 40. (4) Reactant: [CH3:1][CH2:2][O:3][C:4]([CH:6](P(OCC)(OCC)=O)[CH3:7])=[O:5].C([Li])CCC.[F:21][C:22]1[CH:23]=[C:24]([CH:27]=[C:28]([F:30])[CH:29]=1)[CH:25]=O.O. Product: [F:21][C:22]1[CH:23]=[C:24](/[CH:25]=[C:6](\[CH3:7])/[C:4]([O:3][CH2:2][CH3:1])=[O:5])[CH:27]=[C:28]([F:30])[CH:29]=1. The catalyst class is: 81. (5) Reactant: [CH3:1][N:2]([CH3:11])[S:3]([N:6]1[CH:10]=[CH:9][CH:8]=[N:7]1)(=[O:5])=[O:4].C([Li])CCC.[Cl:17]C(Cl)(Cl)C(Cl)(Cl)Cl.O. Product: [Cl:17][C:10]1[N:6]([S:3]([N:2]([CH3:11])[CH3:1])(=[O:4])=[O:5])[N:7]=[CH:8][CH:9]=1. The catalyst class is: 1.